Dataset: Catalyst prediction with 721,799 reactions and 888 catalyst types from USPTO. Task: Predict which catalyst facilitates the given reaction. (1) Reactant: [N:1]1([CH2:6][CH2:7][NH:8][CH:9]([CH3:14])[C:10]([O:12]C)=O)[CH2:5][CH2:4][CH2:3][CH2:2]1.[F:15][C:16]1[CH:24]=[CH:23][C:22]([CH2:25][C:26]2[C:35]3[C:30](=[CH:31][CH:32]=[CH:33][CH:34]=3)[C:29](=[O:36])[NH:28][N:27]=2)=[CH:21][C:17]=1C(O)=O.C([N:39]([CH2:42]C)CC)C.P(N=[N+]=[N-])(=O)(OC1C=CC=CC=1)[O:45]C1C=CC=CC=1. Product: [F:15][C:16]1[CH:24]=[CH:23][C:22]([CH2:25][C:26]2[C:35]3[C:30](=[CH:31][CH:32]=[CH:33][CH:34]=3)[C:29](=[O:36])[NH:28][N:27]=2)=[CH:21][C:17]=1[N:39]1[C:10](=[O:12])[CH:9]([CH3:14])[N:8]([CH2:7][CH2:6][N:1]2[CH2:2][CH2:3][CH2:4][CH2:5]2)[C:42]1=[O:45]. The catalyst class is: 10. (2) Reactant: [CH3:1][Si](C=[N+]=[N-])(C)C.[NH2:8][C:9]1[C:17]([CH3:18])=[C:16]([Br:19])[CH:15]=[CH:14][C:10]=1[C:11]([OH:13])=[O:12]. Product: [NH2:8][C:9]1[C:17]([CH3:18])=[C:16]([Br:19])[CH:15]=[CH:14][C:10]=1[C:11]([O:13][CH3:1])=[O:12]. The catalyst class is: 336. (3) Reactant: [CH3:1][O:2][C:3]1[CH:4]=[C:5]([CH:7]=[CH:8][C:9]=1[N:10]1[CH:14]=[C:13]([CH3:15])[N:12]=[CH:11]1)[NH2:6].Cl[C:17]1[N:22]=[C:21]([NH:23][CH2:24][C:25]([CH3:28])([OH:27])[CH3:26])[CH:20]=[C:19]([CH2:29][O:30][CH2:31][C:32]([F:35])([F:34])[F:33])[N:18]=1.C(=O)([O-])[O-].[Cs+].[Cs+].C1(P(C2CCCCC2)C2C=CC=CC=2C2C=CC=CC=2)CCCCC1. Product: [CH3:1][O:2][C:3]1[CH:4]=[C:5]([NH:6][C:17]2[N:22]=[C:21]([NH:23][CH2:24][C:25]([CH3:26])([OH:27])[CH3:28])[CH:20]=[C:19]([CH2:29][O:30][CH2:31][C:32]([F:35])([F:33])[F:34])[N:18]=2)[CH:7]=[CH:8][C:9]=1[N:10]1[CH:14]=[C:13]([CH3:15])[N:12]=[CH:11]1. The catalyst class is: 160. (4) Reactant: [NH2:1][C:2]1[C:7]([CH3:8])=[CH:6][CH:5]=[CH:4][N:3]=1.C(=O)([O-])O.[Na+].Cl[CH2:15][CH:16]=O.[OH-].[Na+]. Product: [CH3:8][C:7]1[C:2]2[N:3]([CH:15]=[CH:16][N:1]=2)[CH:4]=[CH:5][CH:6]=1. The catalyst class is: 6.